From a dataset of Reaction yield outcomes from USPTO patents with 853,638 reactions. Predict the reaction yield, written as a fraction of the theoretical maximum amount of product (1.0 means a 100% yield; for example, 0.34 means a 34% yield). (1) The reactants are [Br:1][C:2]1[CH:3]=[C:4]([NH2:9])[C:5]([Cl:8])=[N:6][CH:7]=1.[NH:10]1[CH2:15][CH2:14][O:13][CH2:12][CH2:11]1.[S:16](Cl)(Cl)(=[O:18])=[O:17]. The catalyst is CN(C1C=CN=CC=1)C.N1C=CC=CC=1. The product is [Br:1][C:2]1[CH:3]=[C:4]([NH:9][S:16]([N:10]2[CH2:15][CH2:14][O:13][CH2:12][CH2:11]2)(=[O:18])=[O:17])[C:5]([Cl:8])=[N:6][CH:7]=1. The yield is 0.370. (2) The reactants are [OH:1][C:2]1[C:3]([C:8](=O)[CH3:9])=[N:4][CH:5]=[CH:6][CH:7]=1.Br[CH2:12][C:13]([CH:15]1[CH2:20][CH2:19][CH2:18][CH2:17][CH2:16]1)=[O:14].C(=O)([O-])[O-].[K+].[K+].Cl. The catalyst is CN(C)C=O. The product is [CH:15]1([C:13]([C:12]2[O:1][C:2]3[C:3](=[N:4][CH:5]=[CH:6][CH:7]=3)[C:8]=2[CH3:9])=[O:14])[CH2:20][CH2:19][CH2:18][CH2:17][CH2:16]1. The yield is 0.530. (3) The reactants are [F:1][C:2]([F:45])([F:44])[C:3]1[CH:4]=[C:5]([C:13]([CH3:43])([CH3:42])[C:14]([N:16]([C:18]2[CH:19]=[N:20][C:21]([N:32]3[CH2:36][CH2:35][C@@H:34]([NH:37][S:38]([CH3:41])(=[O:40])=[O:39])[CH2:33]3)=[CH:22][C:23]=2[C:24]2[CH:29]=[CH:28][C:27]([F:30])=[CH:26][C:25]=2[CH3:31])[CH3:17])=[O:15])[CH:6]=[C:7]([C:9]([F:12])([F:11])[F:10])[CH:8]=1.[H-].[Na+].IC.[C:50](OCC)(=O)C. The catalyst is CN(C)C=O. The product is [F:11][C:9]([F:10])([F:12])[C:7]1[CH:6]=[C:5]([C:13]([CH3:43])([CH3:42])[C:14]([N:16]([C:18]2[CH:19]=[N:20][C:21]([N:32]3[CH2:36][CH2:35][C@@H:34]([N:37]([S:38]([CH3:41])(=[O:40])=[O:39])[CH3:50])[CH2:33]3)=[CH:22][C:23]=2[C:24]2[CH:29]=[CH:28][C:27]([F:30])=[CH:26][C:25]=2[CH3:31])[CH3:17])=[O:15])[CH:4]=[C:3]([C:2]([F:1])([F:44])[F:45])[CH:8]=1. The yield is 0.780. (4) The reactants are [CH3:1][C:2]1[O:6][N:5]=[C:4]([CH2:7][O:8][C:9]2[CH:14]=[CH:13][C:12]([N+:15]([O-])=O)=[CH:11][CH:10]=2)[CH:3]=1.S(S([O-])=O)([O-])=O.[Na+].[Na+].C([O-])([O-])=O.[K+].[K+]. The catalyst is CO.C(Cl)Cl. The product is [CH3:1][C:2]1[O:6][N:5]=[C:4]([CH2:7][O:8][C:9]2[CH:14]=[CH:13][C:12]([NH2:15])=[CH:11][CH:10]=2)[CH:3]=1. The yield is 0.460. (5) The reactants are O=P12OP3(OP(OP(O3)(O1)=O)(=O)O2)=O.[Br:15][CH:16]([CH:22]([CH2:26][CH2:27][CH2:28][CH3:29])[C:23]([OH:25])=[O:24])[C:17](=O)[CH:18]([Br:20])[Br:19]. The catalyst is ClCCl. The product is [Br:15][CH:16]1[C:17](=[C:18]([Br:20])[Br:19])[O:24][C:23](=[O:25])[CH:22]1[CH2:26][CH2:27][CH2:28][CH3:29]. The yield is 0.820. (6) The reactants are [Cl:1][C:2]1[CH:23]=[C:22]([Cl:24])[CH:21]=[CH:20][C:3]=1[C:4]([C:6]1[C:7]2[CH:15]=[C:14]([C:16]([O:18][CH3:19])=[O:17])[CH:13]=[CH:12][C:8]=2[S:9][C:10]=1[CH3:11])=[O:5].[BH4-].[Na+].O. The catalyst is O1CCCC1.CO. The product is [Cl:1][C:2]1[CH:23]=[C:22]([Cl:24])[CH:21]=[CH:20][C:3]=1[CH:4]([OH:5])[C:6]1[C:7]2[CH:15]=[C:14]([C:16]([O:18][CH3:19])=[O:17])[CH:13]=[CH:12][C:8]=2[S:9][C:10]=1[CH3:11]. The yield is 0.960. (7) The reactants are Br[C:2]1[CH:8]=[C:7]([N+:9]([O-:11])=[O:10])[C:6]([F:12])=[CH:5][C:3]=1[NH2:4].[CH3:13][C:14]([CH3:18])([CH3:17])[C:15]#[CH:16].CCN(CC)CC. The catalyst is C1(C)C=CC=CC=1.O.[Cu]I.Cl[Pd](Cl)([P](C1C=CC=CC=1)(C1C=CC=CC=1)C1C=CC=CC=1)[P](C1C=CC=CC=1)(C1C=CC=CC=1)C1C=CC=CC=1. The product is [CH3:13][C:14]([CH3:18])([CH3:17])[C:15]#[C:16][C:2]1[CH:8]=[C:7]([N+:9]([O-:11])=[O:10])[C:6]([F:12])=[CH:5][C:3]=1[NH2:4]. The yield is 0.460. (8) The reactants are [CH2:1]([Cl:5])[C:2]([OH:4])=[O:3].[C:6]1([CH:12]=[CH:13][C:14]2[CH:15]=[C:16]([OH:24])[C:17]([CH2:21][CH2:22][CH3:23])=[C:18](O)[CH:19]=2)[CH:11]=[CH:10][CH:9]=[CH:8][CH:7]=1. No catalyst specified. The product is [Cl:5][CH2:1][C:2]([O:4][C:18]1[CH:19]=[C:14]([CH:13]=[CH:12][C:6]2[CH:7]=[CH:8][CH:9]=[CH:10][CH:11]=2)[CH:15]=[C:16]([O:24][C:2](=[O:3])[CH2:1][Cl:5])[C:17]=1[CH2:21][CH2:22][CH3:23])=[O:3]. The yield is 0.720.